From a dataset of Reaction yield outcomes from USPTO patents with 853,638 reactions. Predict the reaction yield, written as a fraction of the theoretical maximum amount of product (1.0 means a 100% yield; for example, 0.34 means a 34% yield). (1) The reactants are [F:1][C:2]1[CH:11]=[C:10]2[C:5]([CH:6]([C:12]([OH:14])=[O:13])[CH2:7][CH2:8][O:9]2)=[CH:4][CH:3]=1.[CH2:15]1COCC1. The catalyst is CO.S(=O)(=O)(O)O.C(OCC)(=O)C.C(=O)(O)[O-].[Na+]. The product is [F:1][C:2]1[CH:11]=[C:10]2[C:5]([CH:6]([C:12]([O:14][CH3:15])=[O:13])[CH2:7][CH2:8][O:9]2)=[CH:4][CH:3]=1. The yield is 0.987. (2) The reactants are [Br:1][C:2]1[CH:7]=[CH:6][C:5]([N+:8]([O-:10])=[O:9])=[C:4](F)[CH:3]=1.Cl.Cl.[CH2:14]([O:17][C@H:18]1[CH2:23][CH2:22][C@H:21]([N:24]2[CH2:29][CH2:28][CH:27]([NH2:30])[CH2:26][CH2:25]2)[CH2:20][CH2:19]1)[CH2:15][CH3:16].C(N(C(C)C)CC)(C)C. The catalyst is CN(C)C=O. The product is [Br:1][C:2]1[CH:7]=[CH:6][C:5]([N+:8]([O-:10])=[O:9])=[C:4]([NH:30][CH:27]2[CH2:26][CH2:25][N:24]([C@H:21]3[CH2:22][CH2:23][C@H:18]([O:17][CH2:14][CH2:15][CH3:16])[CH2:19][CH2:20]3)[CH2:29][CH2:28]2)[CH:3]=1. The yield is 0.990. (3) The catalyst is CN1C(=O)CCC1.CO. The reactants are Cl[C:2]1[C:11]2[CH:12]=[CH:13][S:14][C:10]=2[C:9]2[CH:8]=[CH:7][C:6]([C:15]([O-:17])=[O:16])=[CH:5][C:4]=2[N:3]=1.[NH2:18][CH2:19][C:20]1[CH:21]=[N:22][CH:23]=[CH:24][CH:25]=1. The product is [N:22]1[CH:23]=[CH:24][CH:25]=[C:20]([CH2:19][NH:18][C:2]2[C:11]3[CH:12]=[CH:13][S:14][C:10]=3[C:9]3[CH:8]=[CH:7][C:6]([C:15]([OH:17])=[O:16])=[CH:5][C:4]=3[N:3]=2)[CH:21]=1. The yield is 0.620. (4) The reactants are [F:1][C:2]1[C:3]([F:13])=[C:4]([F:12])[C:5]2[S:9][C:8]([NH2:10])=[N:7][C:6]=2[CH:11]=1.[F:14][C:15]1[CH:16]=[C:17]([CH:21]=[CH:22][C:23]=1[F:24])[C:18](Cl)=[O:19].Br[CH:26]([CH2:31][CH3:32])[C:27]([O:29]C)=[O:28].COC1C=CC2N=C(N)SC=2C=1.ClC1C=C(C=CC=1)C(Cl)=O.BrCC(OCC)=O. No catalyst specified. The product is [F:14][C:15]1[CH:16]=[C:17]([CH:21]=[CH:22][C:23]=1[F:24])[C:18]([N:10]=[C:8]1[N:7]([CH:26]([CH2:31][CH3:32])[C:27]([OH:29])=[O:28])[C:6]2[CH:11]=[C:2]([F:1])[C:3]([F:13])=[C:4]([F:12])[C:5]=2[S:9]1)=[O:19]. The yield is 0.200. (5) The reactants are [N+:1]([C:4]1[CH:9]=[CH:8][C:7]([C:10]2[CH:15]=[CH:14][C:13]([C:16](=[O:29])[CH2:17][CH:18]([C:24]([O:26][CH2:27][CH3:28])=[O:25])[C:19]([O:21][CH2:22][CH3:23])=[O:20])=[CH:12][CH:11]=2)=[CH:6][CH:5]=1)([O-])=O.Cl. The catalyst is [Fe].C(O)C.O. The product is [NH2:1][C:4]1[CH:5]=[CH:6][C:7]([C:10]2[CH:11]=[CH:12][C:13]([C:16](=[O:29])[CH2:17][CH:18]([C:24]([O:26][CH2:27][CH3:28])=[O:25])[C:19]([O:21][CH2:22][CH3:23])=[O:20])=[CH:14][CH:15]=2)=[CH:8][CH:9]=1. The yield is 0.980. (6) The reactants are Br[C:2]1[CH:12]=[CH:11][C:5]2[NH:6][C:7](=[O:10])[CH2:8][S:9][C:4]=2[CH:3]=1.[F:13][C:14]([F:25])([F:24])[C:15]1[CH:20]=[CH:19][C:18](B(O)O)=[CH:17][CH:16]=1.C(=O)([O-])[O-].[K+].[K+]. The catalyst is CN(C)C=O.C1C=CC([P]([Pd]([P](C2C=CC=CC=2)(C2C=CC=CC=2)C2C=CC=CC=2)([P](C2C=CC=CC=2)(C2C=CC=CC=2)C2C=CC=CC=2)[P](C2C=CC=CC=2)(C2C=CC=CC=2)C2C=CC=CC=2)(C2C=CC=CC=2)C2C=CC=CC=2)=CC=1. The product is [F:13][C:14]([F:25])([F:24])[C:15]1[CH:20]=[CH:19][C:18]([C:2]2[CH:12]=[CH:11][C:5]3[NH:6][C:7](=[O:10])[CH2:8][S:9][C:4]=3[CH:3]=2)=[CH:17][CH:16]=1. The yield is 0.430.